Dataset: Reaction yield outcomes from USPTO patents with 853,638 reactions. Task: Predict the reaction yield, written as a fraction of the theoretical maximum amount of product (1.0 means a 100% yield; for example, 0.34 means a 34% yield). (1) The reactants are C([N-]C(C)C)(C)C.[Li+].[CH3:9][O:10][C:11]([CH:13]1[CH2:18][CH2:17][O:16][CH2:15][CH2:14]1)=[O:12].[I:19][CH2:20]I.O. The catalyst is O1CCCC1. The product is [CH3:9][O:10][C:11]([C:13]1([CH2:20][I:19])[CH2:18][CH2:17][O:16][CH2:15][CH2:14]1)=[O:12]. The yield is 0.530. (2) The reactants are Cl[C:2]1[N:6]([CH3:7])[N:5]=[CH:4][C:3]=1[N+:8]([O-:10])=[O:9].[NH2:11][CH2:12][CH2:13][CH2:14][NH:15][C:16](=[O:22])[O:17][C:18]([CH3:21])([CH3:20])[CH3:19].CCN(C(C)C)C(C)C. The catalyst is CCO. The product is [CH3:7][N:6]1[C:2]([NH:11][CH2:12][CH2:13][CH2:14][NH:15][C:16](=[O:22])[O:17][C:18]([CH3:20])([CH3:19])[CH3:21])=[C:3]([N+:8]([O-:10])=[O:9])[CH:4]=[N:5]1. The yield is 0.850. (3) The reactants are S(=O)(=O)(O)O.[Cl:6][C:7]1[CH:8]=[C:9]([CH:21]=[CH:22][C:23]=1[Cl:24])[CH2:10][NH:11][C:12](=[NH:20])[CH:13](OCC)OCC.ClC1C=C2C(=CC=1Cl)C(N)=NC=C2. No catalyst specified. The product is [Cl:6][C:7]1[C:23]([Cl:24])=[CH:22][CH:21]=[C:9]2[C:8]=1[CH:13]=[C:12]([NH2:20])[N:11]=[CH:10]2. The yield is 0.860.